From a dataset of Full USPTO retrosynthesis dataset with 1.9M reactions from patents (1976-2016). Predict the reactants needed to synthesize the given product. Given the product [Br:1][C:2]1[CH:7]=[C:6]2[C:5](=[CH:4][CH:3]=1)[NH:23][N:22]=[C:8]2[CH2:9][CH2:10][CH3:11], predict the reactants needed to synthesize it. The reactants are: [Br:1][C:2]1[CH:3]=[CH:4][C:5](F)=[C:6]([C:8](=O)[CH2:9][CH2:10][CH3:11])[CH:7]=1.C1(C)C(C)=CC=CC=1.[NH2:22][NH2:23].